This data is from Peptide-MHC class I binding affinity with 185,985 pairs from IEDB/IMGT. The task is: Regression. Given a peptide amino acid sequence and an MHC pseudo amino acid sequence, predict their binding affinity value. This is MHC class I binding data. (1) The MHC is HLA-B35:01 with pseudo-sequence HLA-B35:01. The binding affinity (normalized) is 0.224. The peptide sequence is FQVNRFTGY. (2) The peptide sequence is GLRWHVRAF. The MHC is HLA-A24:02 with pseudo-sequence HLA-A24:02. The binding affinity (normalized) is 0.0847. (3) The peptide sequence is DELGNILSTY. The MHC is HLA-B40:02 with pseudo-sequence HLA-B40:02. The binding affinity (normalized) is 0.206. (4) The peptide sequence is RPRPRTPEW. The MHC is HLA-B27:05 with pseudo-sequence HLA-B27:05. The binding affinity (normalized) is 0.213.